This data is from Forward reaction prediction with 1.9M reactions from USPTO patents (1976-2016). The task is: Predict the product of the given reaction. (1) Given the reactants Cl.Cl.[CH3:3][C@@:4]1([CH2:15][N:16]2[CH2:21][CH2:20][NH:19][CH2:18][CH2:17]2)[O:8][C:7]2=[N:9][C:10]([N+:12]([O-:14])=[O:13])=[CH:11][N:6]2[CH2:5]1.C(N(CC)CC)C.[Cl:29][C:30]1[CH:31]=[C:32]([CH:35]=[C:36]([Cl:38])[CH:37]=1)[CH2:33][OH:34].[C:39](N1C=CN=C1)(N1C=CN=C1)=[O:40], predict the reaction product. The product is: [CH3:3][C@@:4]1([CH2:15][N:16]2[CH2:17][CH2:18][N:19]([C:39]([O:34][CH2:33][C:32]3[CH:31]=[C:30]([Cl:29])[CH:37]=[C:36]([Cl:38])[CH:35]=3)=[O:40])[CH2:20][CH2:21]2)[O:8][C:7]2=[N:9][C:10]([N+:12]([O-:14])=[O:13])=[CH:11][N:6]2[CH2:5]1. (2) Given the reactants Cl[C:2](OC(Cl)(Cl)Cl)=[O:3].[NH2:9][C:10]1[CH:15]=[CH:14][C:13]([N:16]2[CH2:21][CH2:20][CH2:19][CH2:18][C:17]2=[O:22])=[CH:12][CH:11]=1, predict the reaction product. The product is: [N:9]([C:10]1[CH:15]=[CH:14][C:13]([N:16]2[CH2:21][CH2:20][CH2:19][CH2:18][C:17]2=[O:22])=[CH:12][CH:11]=1)=[C:2]=[O:3]. (3) Given the reactants [NH2:1][C:2]1[C:3](=[O:12])[N:4]([CH3:11])[N:5]=[CH:6][C:7]=1[N+:8]([O-])=O, predict the reaction product. The product is: [NH2:1][C:2]1[C:3](=[O:12])[N:4]([CH3:11])[N:5]=[CH:6][C:7]=1[NH2:8].